Dataset: NCI-60 drug combinations with 297,098 pairs across 59 cell lines. Task: Regression. Given two drug SMILES strings and cell line genomic features, predict the synergy score measuring deviation from expected non-interaction effect. (1) Drug 1: CCC1=CC2CC(C3=C(CN(C2)C1)C4=CC=CC=C4N3)(C5=C(C=C6C(=C5)C78CCN9C7C(C=CC9)(C(C(C8N6C)(C(=O)OC)O)OC(=O)C)CC)OC)C(=O)OC. Drug 2: B(C(CC(C)C)NC(=O)C(CC1=CC=CC=C1)NC(=O)C2=NC=CN=C2)(O)O. Cell line: OVCAR3. Synergy scores: CSS=53.5, Synergy_ZIP=0.508, Synergy_Bliss=-0.193, Synergy_Loewe=-4.93, Synergy_HSA=0.130. (2) Drug 1: B(C(CC(C)C)NC(=O)C(CC1=CC=CC=C1)NC(=O)C2=NC=CN=C2)(O)O. Cell line: BT-549. Synergy scores: CSS=61.2, Synergy_ZIP=-1.11, Synergy_Bliss=-1.76, Synergy_Loewe=-0.661, Synergy_HSA=0.530. Drug 2: CC1C(C(CC(O1)OC2CC(CC3=C2C(=C4C(=C3O)C(=O)C5=C(C4=O)C(=CC=C5)OC)O)(C(=O)CO)O)N)O.Cl. (3) Drug 1: CC1=C(C(CCC1)(C)C)C=CC(=CC=CC(=CC(=O)O)C)C. Drug 2: CC1CCC2CC(C(=CC=CC=CC(CC(C(=O)C(C(C(=CC(C(=O)CC(OC(=O)C3CCCCN3C(=O)C(=O)C1(O2)O)C(C)CC4CCC(C(C4)OC)OCCO)C)C)O)OC)C)C)C)OC. Cell line: LOX IMVI. Synergy scores: CSS=-4.83, Synergy_ZIP=1.20, Synergy_Bliss=1.20, Synergy_Loewe=-1.76, Synergy_HSA=-4.23. (4) Drug 1: CCN(CC)CCNC(=O)C1=C(NC(=C1C)C=C2C3=C(C=CC(=C3)F)NC2=O)C. Drug 2: CC1C(C(CC(O1)OC2CC(CC3=C2C(=C4C(=C3O)C(=O)C5=CC=CC=C5C4=O)O)(C(=O)C)O)N)O. Cell line: HT29. Synergy scores: CSS=41.5, Synergy_ZIP=0.731, Synergy_Bliss=2.65, Synergy_Loewe=1.02, Synergy_HSA=3.31. (5) Drug 1: CNC(=O)C1=CC=CC=C1SC2=CC3=C(C=C2)C(=NN3)C=CC4=CC=CC=N4. Drug 2: CC(C)(C#N)C1=CC(=CC(=C1)CN2C=NC=N2)C(C)(C)C#N. Cell line: HCT-15. Synergy scores: CSS=0.851, Synergy_ZIP=0.269, Synergy_Bliss=-0.669, Synergy_Loewe=-1.83, Synergy_HSA=-2.76. (6) Drug 1: C1=CC=C(C=C1)NC(=O)CCCCCCC(=O)NO. Drug 2: CC(C)NC(=O)C1=CC=C(C=C1)CNNC.Cl. Cell line: UO-31. Synergy scores: CSS=-0.704, Synergy_ZIP=1.41, Synergy_Bliss=3.64, Synergy_Loewe=-5.20, Synergy_HSA=-2.06. (7) Drug 1: CS(=O)(=O)C1=CC(=C(C=C1)C(=O)NC2=CC(=C(C=C2)Cl)C3=CC=CC=N3)Cl. Drug 2: C1C(C(OC1N2C=C(C(=O)NC2=O)F)CO)O. Cell line: A549. Synergy scores: CSS=29.5, Synergy_ZIP=-5.96, Synergy_Bliss=-11.1, Synergy_Loewe=-14.7, Synergy_HSA=-9.24.